Dataset: Catalyst prediction with 721,799 reactions and 888 catalyst types from USPTO. Task: Predict which catalyst facilitates the given reaction. (1) Product: [Cl:18][C:15]1[CH:16]=[CH:17][C:12]([S:11][C:10]2[C:5]3[C:6](=[N:7][CH:2]=[CH:3][CH:4]=3)[NH:8][C:9]=2[CH2:19][OH:20])=[CH:13][CH:14]=1. Reactant: Br[C:2]1[N:7]=[C:6]2[NH:8][C:9]([C:19](OCC)=[O:20])=[C:10]([S:11][C:12]3[CH:17]=[CH:16][C:15]([Cl:18])=[CH:14][CH:13]=3)[C:5]2=[CH:4][CH:3]=1.[H-].[Al+3].[Li+].[H-].[H-].[H-]. The catalyst class is: 1. (2) Reactant: ClC(Cl)(Cl)C[O:4][C:5](=[O:27])[NH:6][C:7]1[N:8]([C:16]2[CH:21]=[CH:20][CH:19]=[C:18]([O:22][C@@H:23]([CH3:26])[CH2:24]O)[CH:17]=2)[N:9]=[C:10]([C:12]([CH3:15])([CH3:14])[CH3:13])[CH:11]=1.[CH3:30][C@H:31]1[CH2:36][CH2:35][CH2:34][CH2:33][N:32]1[C:37]1[N:41]2[CH:42]=[C:43]([O:46][C@H:47]3[C:56]4[C:51](=[CH:52][CH:53]=[CH:54][CH:55]=4)[C@@H:50]([NH2:57])[CH2:49][CH2:48]3)[CH:44]=[CH:45][C:40]2=[N:39][N:38]=1.C[CH2:59][N:60](C(C)C)[CH:61](C)C. Product: [CH:5]([OH:27])=[O:4].[C:12]([C:10]1[CH:11]=[C:7]([NH:6][C:5]([NH:57][C@@H:50]2[C:51]3[C:56](=[CH:55][CH:54]=[CH:53][CH:52]=3)[C@H:47]([O:46][C:43]3[CH:44]=[CH:45][C:40]4[N:41]([C:37]([N:32]5[CH2:33][CH2:34][CH2:35][CH2:36][C@@H:31]5[CH3:30])=[N:38][N:39]=4)[CH:42]=3)[CH2:48][CH2:49]2)=[O:27])[N:8]([C:16]2[CH:21]=[CH:20][CH:19]=[C:18]([O:22][C@@H:23]([CH3:26])[CH2:24][N:60]([CH3:61])[CH3:59])[CH:17]=2)[N:9]=1)([CH3:13])([CH3:14])[CH3:15]. The catalyst class is: 12. (3) Reactant: C1COCC1.[I:6][C:7]1[CH:13]=[C:12]([Br:14])[CH:11]=[CH:10][C:8]=1[NH2:9].[F:15][C:16]([F:27])([F:26])[C:17]1[CH:18]=[C:19]([N:23]=[C:24]=[O:25])[CH:20]=[CH:21][CH:22]=1. Product: [I:6][C:7]1[CH:13]=[C:12]([Br:14])[CH:11]=[CH:10][C:8]=1[NH:9][C:24]([NH:23][C:19]1[CH:20]=[CH:21][CH:22]=[C:17]([C:16]([F:15])([F:26])[F:27])[CH:18]=1)=[O:25]. The catalyst class is: 17. (4) Reactant: [CH2:1]([O:3][C:4]([N:6]1[C:15]2[C:10](=[N:11][C:12]([O:16][CH3:17])=[CH:13][CH:14]=2)[C@@H:9]([NH:18][C:19]2[N:24]=[C:23]([CH2:25][C:26]3[CH:31]=[C:30]([C:32]([F:35])([F:34])[F:33])[CH:29]=[C:28]([C:36]([F:39])([F:38])[F:37])[CH:27]=3)[C:22]([N:40]3[CH2:45][CH2:44][CH:43]([C:46](OCC)=[O:47])[CH2:42][CH2:41]3)=[CH:21][N:20]=2)[CH2:8][C@H:7]1[CH2:51][CH3:52])=[O:5])[CH3:2].[H-].C([Al+]CC(C)C)C(C)C.[Cl-].[NH4+]. Product: [CH2:1]([O:3][C:4]([N:6]1[C:15]2[C:10](=[N:11][C:12]([O:16][CH3:17])=[CH:13][CH:14]=2)[C@@H:9]([NH:18][C:19]2[N:24]=[C:23]([CH2:25][C:26]3[CH:27]=[C:28]([C:36]([F:37])([F:38])[F:39])[CH:29]=[C:30]([C:32]([F:35])([F:33])[F:34])[CH:31]=3)[C:22]([N:40]3[CH2:45][CH2:44][CH:43]([CH2:46][OH:47])[CH2:42][CH2:41]3)=[CH:21][N:20]=2)[CH2:8][C@H:7]1[CH2:51][CH3:52])=[O:5])[CH3:2]. The catalyst class is: 7. (5) Reactant: [Cl:1][C:2]1[N:3]=[C:4]([O:20][CH:21]2[CH2:26][CH2:25][O:24][CH2:23][CH2:22]2)[C:5]2[C:10](I)=[CH:9][N:8]([CH2:12][O:13][CH2:14][CH2:15][Si:16]([CH3:19])([CH3:18])[CH3:17])[C:6]=2[N:7]=1.[CH3:27][NH:28][C:29](=[O:45])[C:30]1[CH:35]=[CH:34][C:33](B2OC(C)(C)C(C)(C)O2)=[CH:32][N:31]=1.ClCCl.C(=O)([O-])[O-].[Na+].[Na+]. Product: [Cl:1][C:2]1[N:3]=[C:4]([O:20][CH:21]2[CH2:26][CH2:25][O:24][CH2:23][CH2:22]2)[C:5]2[C:10]([C:33]3[CH:34]=[CH:35][C:30]([C:29]([NH:28][CH3:27])=[O:45])=[N:31][CH:32]=3)=[CH:9][N:8]([CH2:12][O:13][CH2:14][CH2:15][Si:16]([CH3:19])([CH3:18])[CH3:17])[C:6]=2[N:7]=1. The catalyst class is: 127. (6) Reactant: [Cl:1][C:2]1[C:3]([N+:9]([O-])=O)=[C:4]([CH:6]=[CH:7][CH:8]=1)[NH2:5].CCO.[Cl-].[NH4+]. Product: [Cl:1][C:2]1[CH:8]=[CH:7][CH:6]=[C:4]([NH2:5])[C:3]=1[NH2:9]. The catalyst class is: 739. (7) Reactant: [CH2:1]([C@:3]12[C:16]3[C:11](=[CH:12][C:13]([O:17]C)=[CH:14][CH:15]=3)[CH2:10][CH2:9][C:8]1=[CH:7][C:6](=[O:19])[CH2:5][CH2:4]2)[CH3:2].NC(C(O)=O)CCSC. Product: [CH2:1]([C@:3]12[C:16]3[C:11](=[CH:12][C:13]([OH:17])=[CH:14][CH:15]=3)[CH2:10][CH2:9][C:8]1=[CH:7][C:6](=[O:19])[CH2:5][CH2:4]2)[CH3:2]. The catalyst class is: 501. (8) Reactant: [I:1][C:2]1[C:6]([CH:7]=[N:8][S:9]([C:12]2[CH:17]=[CH:16][C:15]([C:18]([F:21])([F:20])[F:19])=[CH:14][CH:13]=2)(=[O:11])=[O:10])=[CH:5][N:4]([CH2:22][O:23][CH3:24])[N:3]=1.[BH4-].[Na+].O. Product: [I:1][C:2]1[C:6]([CH2:7][NH:8][S:9]([C:12]2[CH:13]=[CH:14][C:15]([C:18]([F:19])([F:20])[F:21])=[CH:16][CH:17]=2)(=[O:10])=[O:11])=[CH:5][N:4]([CH2:22][O:23][CH3:24])[N:3]=1. The catalyst class is: 5.